This data is from Catalyst prediction with 721,799 reactions and 888 catalyst types from USPTO. The task is: Predict which catalyst facilitates the given reaction. Reactant: C(O[C:9]([N:11](C)[CH2:12][C:13]([CH3:18])([CH3:17])[C:14]([OH:16])=[O:15])=O)C1C=CC=CC=1.[ClH:20]. Product: [ClH:20].[CH3:17][C:13]([CH3:18])([CH2:12][NH:11][CH3:9])[C:14]([OH:16])=[O:15]. The catalyst class is: 19.